This data is from Full USPTO retrosynthesis dataset with 1.9M reactions from patents (1976-2016). The task is: Predict the reactants needed to synthesize the given product. Given the product [C:12]1([C:2]2[CH:3]=[C:4]3[C:8](=[N:9][CH:10]=2)[NH:7][C:6](=[O:11])[CH2:5]3)[CH:17]=[CH:16][CH:15]=[CH:14][CH:13]=1, predict the reactants needed to synthesize it. The reactants are: Br[C:2]1[CH:3]=[C:4]2[C:8](=[N:9][CH:10]=1)[NH:7][C:6](=[O:11])[CH2:5]2.[C:12]1(B(O)O)[CH:17]=[CH:16][CH:15]=[CH:14][CH:13]=1.C(=O)([O-])[O-].[Na+].[Na+].[Cl-].[Li+].